This data is from Forward reaction prediction with 1.9M reactions from USPTO patents (1976-2016). The task is: Predict the product of the given reaction. (1) Given the reactants [Br:1][C:2]1[CH:3]=[CH:4][C:5]2[O:9][C:8]3[CH:10]=[C:11]([S:14](Cl)(=[O:16])=[O:15])[CH:12]=[CH:13][C:7]=3[C:6]=2[CH:18]=1.Cl.[NH2:20][C@@H:21]([CH:26]([CH3:28])[CH3:27])[C:22]([O:24][CH3:25])=[O:23].C(N(CC)C(C)C)(C)C, predict the reaction product. The product is: [Br:1][C:2]1[CH:3]=[CH:4][C:5]2[O:9][C:8]3[CH:10]=[C:11]([S:14]([NH:20][C@@H:21]([CH:26]([CH3:28])[CH3:27])[C:22]([O:24][CH3:25])=[O:23])(=[O:16])=[O:15])[CH:12]=[CH:13][C:7]=3[C:6]=2[CH:18]=1. (2) Given the reactants [I:1][C:2]1[CH:3]=[C:4]([CH:8]=[CH:9][C:10]=1[CH3:11])[C:5]([OH:7])=O.ClCCl.Cl.CN(C)CCCN=C=NCC.[CH:27]1([CH2:32][CH2:33][NH2:34])[CH2:31][CH2:30][CH2:29][CH2:28]1, predict the reaction product. The product is: [CH:27]1([CH2:32][CH2:33][NH:34][C:5](=[O:7])[C:4]2[CH:8]=[CH:9][C:10]([CH3:11])=[C:2]([I:1])[CH:3]=2)[CH2:31][CH2:30][CH2:29][CH2:28]1. (3) Given the reactants [CH2:1]([NH:4][C@H:5]1[C:13]2[C:8](=[CH:9][CH:10]=[C:11]([O:14][C:15](=[O:20])[N:16]([CH2:18][CH3:19])[CH3:17])[CH:12]=2)[CH2:7][CH2:6]1)[C:2]#[CH:3].[C:21]([OH:30])(=[O:29])[C@@H:22]([C@H:24]([C:26]([OH:28])=[O:27])[OH:25])[OH:23], predict the reaction product. The product is: [CH3:19][CH2:18][N:16]([C:15]([O:14][C:11]1[CH:10]=[CH:9][C:8]2[CH2:7][CH2:6][C@@H:5]([NH:4][CH2:1][C:2]#[CH:3])[C:13]=2[CH:12]=1)=[O:20])[CH3:17].[CH3:19][CH2:18][N:16]([C:15]([O:14][C:11]1[CH:10]=[CH:9][C:8]2[CH2:7][CH2:6][C@@H:5]([NH:4][CH2:1][C:2]#[CH:3])[C:13]=2[CH:12]=1)=[O:20])[CH3:17].[CH:22]([OH:23])([C:21]([OH:30])=[O:29])[CH:24]([OH:25])[C:26]([OH:28])=[O:27]. (4) Given the reactants [Br:1][C:2]1[CH:7]=[CH:6][C:5]([NH:8][C:9]2[N:10]([CH3:32])[C:11](=[O:31])[C:12]([CH3:30])=[CH:13][C:14]=2[C:15]([NH:17][O:18][CH2:19][C@@H:20]([O:22][Si](C(C)(C)C)(C)C)[CH3:21])=[O:16])=[C:4]([F:33])[CH:3]=1.Cl, predict the reaction product. The product is: [Br:1][C:2]1[CH:7]=[CH:6][C:5]([NH:8][C:9]2[N:10]([CH3:32])[C:11](=[O:31])[C:12]([CH3:30])=[CH:13][C:14]=2[C:15]([NH:17][O:18][CH2:19][C@@H:20]([OH:22])[CH3:21])=[O:16])=[C:4]([F:33])[CH:3]=1.